This data is from Forward reaction prediction with 1.9M reactions from USPTO patents (1976-2016). The task is: Predict the product of the given reaction. Given the reactants [N+:1]([C:4]1[CH:5]=[N:6][CH:7]=[CH:8][C:9]=1[C:10]1[O:15][C@H:14]([C:16]#[N:17])[C@@H:13]([O:18][Si:19]([CH:26]([CH3:28])[CH3:27])([CH:23]([CH3:25])[CH3:24])[CH:20]([CH3:22])[CH3:21])[C@H:12]([O:29][Si:30]([CH:37]([CH3:39])[CH3:38])([CH:34]([CH3:36])[CH3:35])[CH:31]([CH3:33])[CH3:32])[CH:11]=1)([O-])=O, predict the reaction product. The product is: [NH2:1][C:4]1[CH:5]=[N:6][CH:7]=[CH:8][C:9]=1[C:10]1[O:15][C@H:14]([C:16]#[N:17])[C@@H:13]([O:18][Si:19]([CH:23]([CH3:24])[CH3:25])([CH:20]([CH3:21])[CH3:22])[CH:26]([CH3:27])[CH3:28])[C@H:12]([O:29][Si:30]([CH:37]([CH3:39])[CH3:38])([CH:31]([CH3:33])[CH3:32])[CH:34]([CH3:36])[CH3:35])[CH:11]=1.